From a dataset of Forward reaction prediction with 1.9M reactions from USPTO patents (1976-2016). Predict the product of the given reaction. (1) The product is: [Cl:14][C:11]1[C:12]([CH3:13])=[C:7]([CH:5]2[CH2:4][N:3]([CH:32]3[CH2:33][O:30][CH2:31]3)[CH2:6]2)[C:8]([O:28][CH3:29])=[C:9]([CH:15]([N:17]2[C:21]3=[N:22][CH:23]=[N:24][C:25]([NH2:26])=[C:20]3[C:19]([CH3:27])=[N:18]2)[CH3:16])[CH:10]=1. Given the reactants Cl.Cl.[NH:3]1[CH2:6][CH:5]([C:7]2[C:8]([O:28][CH3:29])=[C:9]([CH:15]([N:17]3[C:21]4=[N:22][CH:23]=[N:24][C:25]([NH2:26])=[C:20]4[C:19]([CH3:27])=[N:18]3)[CH3:16])[CH:10]=[C:11]([Cl:14])[C:12]=2[CH3:13])[CH2:4]1.[O:30]1[CH2:33][C:32](=O)[CH2:31]1.C(N(CC)CC)C.C(O[BH-](OC(=O)C)OC(=O)C)(=O)C.[Na+], predict the reaction product. (2) Given the reactants [C:1]([C:4]1[CH:5]=[N:6][CH:7]=[CH:8][CH:9]=1)(=[O:3])[CH3:2].NCC[C:13]1[N:17]=[CH:16][NH:15][CH:14]=1.C=O, predict the reaction product. The product is: [NH:15]1[CH:14]=[CH:13][N:17]=[C:16]1[CH:5]([NH:6][CH2:7][CH2:2][C:1]([C:4]1[CH:5]=[N:6][CH:7]=[CH:8][CH:9]=1)=[O:3])[CH3:4]. (3) Given the reactants [CH2:1]([C:4]1[N:9]=[C:8]([NH2:10])[CH:7]=[CH:6][CH:5]=1)[CH2:2][CH3:3].[N:11]1([S:17](Cl)(=[O:19])=[O:18])[CH2:16][CH2:15][CH2:14][CH2:13][CH2:12]1, predict the reaction product. The product is: [CH2:1]([C:4]1[N:9]=[C:8]([NH:10][S:17]([N:11]2[CH2:16][CH2:15][CH2:14][CH2:13][CH2:12]2)(=[O:19])=[O:18])[CH:7]=[CH:6][CH:5]=1)[CH2:2][CH3:3]. (4) Given the reactants [F:1][C:2]1[CH:7]=[CH:6][CH:5]=[CH:4][C:3]=1[C:8]1[N:9]([S:18]([C:21]2[CH:26]=[CH:25][CH:24]=[C:23]([F:27])[CH:22]=2)(=[O:20])=[O:19])[CH:10]=[C:11]2[C:16]=1[CH2:15][CH2:14][CH2:13][C:12]2=O.[CH3:28][NH:29][CH3:30].O1CCCC1.[BH4-].[Na+], predict the reaction product. The product is: [F:1][C:2]1[CH:7]=[CH:6][CH:5]=[CH:4][C:3]=1[C:8]1[N:9]([S:18]([C:21]2[CH:26]=[CH:25][CH:24]=[C:23]([F:27])[CH:22]=2)(=[O:20])=[O:19])[CH:10]=[C:11]2[C:16]=1[CH2:15][CH2:14][CH2:13][CH:12]2[N:29]([CH3:30])[CH3:28].